This data is from Peptide-MHC class II binding affinity with 134,281 pairs from IEDB. The task is: Regression. Given a peptide amino acid sequence and an MHC pseudo amino acid sequence, predict their binding affinity value. This is MHC class II binding data. (1) The peptide sequence is EKKYMAATQFEPLAA. The MHC is DRB1_0101 with pseudo-sequence DRB1_0101. The binding affinity (normalized) is 0.737. (2) The peptide sequence is VKINDKCPSTGEAHL. The MHC is DRB1_0301 with pseudo-sequence DRB1_0301. The binding affinity (normalized) is 0.386. (3) The peptide sequence is GSRAIWYMWLGARYL. The MHC is DRB1_0901 with pseudo-sequence DRB1_0901. The binding affinity (normalized) is 0.778. (4) The MHC is DRB1_0801 with pseudo-sequence DRB1_0801. The binding affinity (normalized) is 0.572. The peptide sequence is YLVGSNMTQRVVIALKK. (5) The peptide sequence is GPFVDRQTAQAAGTD. The MHC is DRB1_0101 with pseudo-sequence DRB1_0101. The binding affinity (normalized) is 0.816. (6) The peptide sequence is AALTAGTTVYGAFAA. The MHC is HLA-DQA10401-DQB10402 with pseudo-sequence HLA-DQA10401-DQB10402. The binding affinity (normalized) is 0.475. (7) The peptide sequence is AAATAGTCVYGAFAA. The MHC is HLA-DQA10501-DQB10301 with pseudo-sequence HLA-DQA10501-DQB10301. The binding affinity (normalized) is 0.632. (8) The peptide sequence is VSVVASLPLFTGQAS. The MHC is DRB1_0101 with pseudo-sequence DRB1_0101. The binding affinity (normalized) is 0.850. (9) The peptide sequence is GELQIVRKIDAAFKI. The MHC is DRB5_0101 with pseudo-sequence DRB5_0101. The binding affinity (normalized) is 0.796.